Dataset: Forward reaction prediction with 1.9M reactions from USPTO patents (1976-2016). Task: Predict the product of the given reaction. (1) The product is: [F:17][C:16]([F:19])([F:18])[C:13]1[CH:14]=[C:15]2[C:10]([CH2:9][CH2:8][CH2:7][N:6]2[CH2:5][C:4]2[CH:3]=[C:2]([C:28]3[CH:29]=[CH:30][C:25]([CH2:24][OH:23])=[CH:26][CH:27]=3)[CH:22]=[CH:21][CH:20]=2)=[CH:11][CH:12]=1. Given the reactants Br[C:2]1[CH:3]=[C:4]([CH:20]=[CH:21][CH:22]=1)[CH2:5][N:6]1[C:15]2[C:10](=[CH:11][CH:12]=[C:13]([C:16]([F:19])([F:18])[F:17])[CH:14]=2)[CH2:9][CH2:8][CH2:7]1.[OH:23][CH2:24][C:25]1[CH:30]=[CH:29][C:28](B(O)O)=[CH:27][CH:26]=1.C([O-])([O-])=O.[Na+].[Na+], predict the reaction product. (2) Given the reactants Cl[C:2]1[CH2:6][C@H:5]([CH:7]2[CH2:11][CH2:10][CH2:9][CH2:8]2)[N:4]([C:12]2[CH:19]=[CH:18][C:15]([C:16]#[N:17])=[C:14]([CH3:20])[N:13]=2)[N:3]=1.CC1(C)C(C)(C)OB([C:29]2[CH:30]=[CH:31][C:32]3[NH:37][C:36](=[O:38])[CH2:35][O:34][C:33]=3[CH:39]=2)O1, predict the reaction product. The product is: [CH:7]1([C@@H:5]2[N:4]([C:12]3[CH:19]=[CH:18][C:15]([C:16]#[N:17])=[C:14]([CH3:20])[N:13]=3)[N:3]=[C:2]([C:29]3[CH:30]=[CH:31][C:32]4[NH:37][C:36](=[O:38])[CH2:35][O:34][C:33]=4[CH:39]=3)[CH2:6]2)[CH2:11][CH2:10][CH2:9][CH2:8]1. (3) Given the reactants [ClH:1].[CH3:2][O:3][C:4](=[O:9])[C@@H:5]([CH2:7][OH:8])[NH2:6].[CH:10](=O)[CH:11]([CH3:13])[CH3:12].C(O[BH-](OC(=O)C)OC(=O)C)(=O)C.[Na+], predict the reaction product. The product is: [ClH:1].[CH3:2][O:3][C:4](=[O:9])[C@@H:5]([CH2:7][OH:8])[NH:6][CH2:10][CH:11]([CH3:13])[CH3:12]. (4) Given the reactants O[CH2:2][C@H:3]1[N:8]([C:9]([C:22]2[CH:27]=[CH:26][CH:25]=[CH:24][CH:23]=2)([C:16]2[CH:21]=[CH:20][CH:19]=[CH:18][CH:17]=2)[C:10]2[CH:15]=[CH:14][CH:13]=[CH:12][CH:11]=2)[CH2:7][CH2:6][N:5]([C:28]([O:30][CH2:31][C:32]2[CH:37]=[CH:36][CH:35]=[CH:34][CH:33]=2)=[O:29])[CH2:4]1.[F:38][C:39]1[CH:40]=[C:41]([SH:45])[CH:42]=[CH:43][CH:44]=1.C(P(C(C)(C)C)C(C)(C)C)(C)(C)C.C1CCN(C(N=NC(N2CCCCC2)=O)=O)CC1.C(=O)([O-])O.[Na+], predict the reaction product. The product is: [F:38][C:39]1[CH:40]=[C:41]([S:45][CH2:2][C@H:3]2[N:8]([C:9]([C:22]3[CH:23]=[CH:24][CH:25]=[CH:26][CH:27]=3)([C:16]3[CH:21]=[CH:20][CH:19]=[CH:18][CH:17]=3)[C:10]3[CH:11]=[CH:12][CH:13]=[CH:14][CH:15]=3)[CH2:7][CH2:6][N:5]([C:28]([O:30][CH2:31][C:32]3[CH:37]=[CH:36][CH:35]=[CH:34][CH:33]=3)=[O:29])[CH2:4]2)[CH:42]=[CH:43][CH:44]=1. (5) Given the reactants [OH:1][C:2]1[CH:7]=[CH:6][N:5]=[C:4]([C:8]([OH:10])=[O:9])[CH:3]=1.C(=O)([O-])[O-].[K+].[K+].[OH-].[Li+], predict the reaction product. The product is: [CH2:7]([O:1][C:2]1[CH:7]=[CH:6][N:5]=[C:4]([C:8]([OH:10])=[O:9])[CH:3]=1)[CH2:2][CH2:3][CH3:4]. (6) Given the reactants C(OC(=O)[NH:7][C:8]1[CH:13]=[CH:12][C:11]([C:14]([N:16]2[CH2:22][C:21]3([CH3:24])[CH2:23][CH:17]2[CH2:18][C:19]([CH3:26])([CH3:25])[CH2:20]3)=[O:15])=[CH:10][CH:9]=1)(C)(C)C.[H-].[Na+].Br[CH2:31][CH2:32][O:33][CH3:34], predict the reaction product. The product is: [CH3:34][O:33][CH2:32][CH2:31][NH:7][C:8]1[CH:9]=[CH:10][C:11]([C:14]([N:16]2[CH2:26][C:19]3([CH3:25])[CH2:18][CH:17]2[CH2:23][C:21]([CH3:22])([CH3:24])[CH2:20]3)=[O:15])=[CH:12][CH:13]=1.